This data is from Catalyst prediction with 721,799 reactions and 888 catalyst types from USPTO. The task is: Predict which catalyst facilitates the given reaction. (1) Reactant: C([O:3][C:4](=O)[CH2:5][O:6][C:7]1[CH:12]=[CH:11][C:10]([C:13](=[O:15])[CH3:14])=[CH:9][C:8]=1[N+:16]([O-])=O)C.COC1C=CC2OCC(=O)NC=2C=1. Product: [C:13]([C:10]1[CH:11]=[CH:12][C:7]2[O:6][CH2:5][C:4](=[O:3])[NH:16][C:8]=2[CH:9]=1)(=[O:15])[CH3:14]. The catalyst class is: 180. (2) The catalyst class is: 12. Product: [CH3:33][O:32][C:30]([C:27]1([C:18]2[O:17][N:16]=[C:15]([C:12]3[CH:13]=[CH:14][C:9]([OH:8])=[CH:10][CH:11]=3)[C:19]=2[C:20]2[CH:25]=[CH:24][CH:23]=[CH:22][CH:21]=2)[CH2:28][CH2:29]1)=[O:31]. Reactant: [Si]([O:8][C:9]1[CH:14]=[CH:13][C:12]([C:15]2[CH:19]([C:20]3[CH:25]=[CH:24][CH:23]=[CH:22][CH:21]=3)[C:18]([C:27]3([C:30]([O:32][CH3:33])=[O:31])[CH2:29][CH2:28]3)(O)[O:17][N:16]=2)=[CH:11][CH:10]=1)(C(C)(C)C)(C)C.Cl.C(=O)(O)[O-].[Na+]. (3) Reactant: [C:1]([N:8]1[CH2:13][CH2:12][CH:11]([CH2:14][OH:15])[CH2:10][CH2:9]1)([O:3][C:4]([CH3:7])([CH3:6])[CH3:5])=[O:2].[C:16]1([CH3:26])[CH:21]=[CH:20][C:19]([S:22](Cl)(=[O:24])=[O:23])=[CH:18][CH:17]=1.C(N(CC)CC)C.C(=O)([O-])[O-].[Na+].[Na+]. Product: [S:22]([O:15][CH2:14][CH:11]1[CH2:12][CH2:13][N:8]([C:1]([O:3][C:4]([CH3:7])([CH3:6])[CH3:5])=[O:2])[CH2:9][CH2:10]1)([C:19]1[CH:20]=[CH:21][C:16]([CH3:26])=[CH:17][CH:18]=1)(=[O:24])=[O:23]. The catalyst class is: 229. (4) Reactant: Br[C:2]1[CH:3]=[C:4]([C:9]2[N:14]=[C:13]([C:15]3C=CC=CC=3)[N:12]=[C:11](C3C=CC=CC=3)[N:10]=2)[CH:5]=[C:6](Br)[CH:7]=1.[CH3:27][C:28]1[CH:33]=[C:32]([CH3:34])[N:31]=[C:30]([C:35]2[CH:40]=[CH:39][C:38](B3OC(C)(C)C(C)(C)O3)=[CH:37][CH:36]=2)[N:29]=1.P([O-])([O-])([O-])=O.[K+].[K+].[K+]. Product: [CH3:34][C:32]1[CH:33]=[C:28]([CH3:27])[N:29]=[C:30]([C:35]2[CH:40]=[CH:39][C:38]([C:35]3[CH:40]=[C:39]([C:11]4[N:10]=[C:9]([C:4]5[CH:3]=[CH:2][CH:7]=[CH:6][CH:5]=5)[N:14]=[C:13]([C:15]5[CH:27]=[CH:28][CH:33]=[CH:32][CH:34]=5)[N:12]=4)[CH:38]=[C:37]([C:38]4[CH:37]=[CH:36][C:35]([C:30]5[N:31]=[C:32]([CH3:34])[CH:33]=[C:28]([CH3:27])[N:29]=5)=[CH:40][CH:39]=4)[CH:36]=3)=[CH:37][CH:36]=2)[N:31]=1. The catalyst class is: 12. (5) Reactant: [Cl:1][C:2]1[CH:3]=[C:4]([C:12]2[S:16][C:15]([N:17]3[C:25]([CH3:26])=[C:20]4[CH2:21][NH:22][CH2:23][CH2:24][C:19]4=[N:18]3)=[N:14][N:13]=2)[CH:5]=[CH:6][C:7]=1[O:8][CH:9]([CH3:11])[CH3:10].[OH:27][C@@H:28]([CH2:31]O)[CH:29]=[O:30].[C:33]([O:36][BH-](OC(=O)C)OC(=O)C)(=[O:35])C.[Na+]. Product: [CH:33]([OH:36])=[O:35].[Cl:1][C:2]1[CH:3]=[C:4]([C:12]2[S:16][C:15]([N:17]3[C:25]([CH3:26])=[C:20]4[CH2:21][N:22]([CH2:31][C@@H:28]([OH:27])[CH2:29][OH:30])[CH2:23][CH2:24][C:19]4=[N:18]3)=[N:14][N:13]=2)[CH:5]=[CH:6][C:7]=1[O:8][CH:9]([CH3:11])[CH3:10]. The catalyst class is: 98. (6) Reactant: [O:1]1[CH2:6][CH2:5][N:4]([C:7]2[C:12]([CH2:13]O)=[CH:11][CH:10]=[CH:9][N:8]=2)[CH2:3][CH2:2]1.S(Cl)([Cl:17])=O. Product: [Cl-:17].[O:1]1[CH2:6][CH2:5][N:4]([C:7]2[C:12]([CH2:13][Cl:17])=[CH:11][CH:10]=[CH:9][N:8]=2)[CH2:3][CH2:2]1. The catalyst class is: 4. (7) Reactant: C[O:2][C:3]([C:5]1[C:13]2[N:9]([C:10]([CH3:15])=[C:11]([CH3:14])[CH:12]=2)[CH:8]=[CH:7][CH:6]=1)=O.[H-].[H-].[H-].[H-].[Li+].[Al+3]. Product: [CH3:14][C:11]1[CH:12]=[C:13]2[N:9]([C:10]=1[CH3:15])[CH:8]=[CH:7][CH:6]=[C:5]2[CH2:3][OH:2]. The catalyst class is: 332.